From a dataset of Peptide-MHC class I binding affinity with 185,985 pairs from IEDB/IMGT. Regression. Given a peptide amino acid sequence and an MHC pseudo amino acid sequence, predict their binding affinity value. This is MHC class I binding data. (1) The peptide sequence is RGFAAPQFSL. The MHC is Mamu-B52 with pseudo-sequence Mamu-B52. The binding affinity (normalized) is 0.916. (2) The peptide sequence is GRGPIRFVL. The MHC is HLA-A02:16 with pseudo-sequence HLA-A02:16. The binding affinity (normalized) is 0.0847. (3) The peptide sequence is FAPTLWARMI. The MHC is Mamu-A01 with pseudo-sequence Mamu-A01. The binding affinity (normalized) is 0.574. (4) The peptide sequence is SSLRYGNVL. The MHC is HLA-A24:03 with pseudo-sequence HLA-A24:03. The binding affinity (normalized) is 0.0847. (5) The MHC is HLA-B27:03 with pseudo-sequence HLA-B27:03. The peptide sequence is GTVPTDNPF. The binding affinity (normalized) is 0.0847. (6) The peptide sequence is RGGRAFVTI. The MHC is HLA-B40:01 with pseudo-sequence HLA-B40:01. The binding affinity (normalized) is 0. (7) The peptide sequence is RVRGAVTGM. The MHC is HLA-A03:01 with pseudo-sequence HLA-A03:01. The binding affinity (normalized) is 0.0847.